From a dataset of Experimentally validated miRNA-target interactions with 360,000+ pairs, plus equal number of negative samples. Binary Classification. Given a miRNA mature sequence and a target amino acid sequence, predict their likelihood of interaction. (1) The miRNA is hsa-miR-6769a-5p with sequence AGGUGGGUAUGGAGGAGCCCU. The protein sequence of the target gene is MAEKGDCIASVYGYDLGGRFIDFQPLGFGVNGLVLSATDSRACRKVAVKKIVLSDARSMKHALREIKIIRRLDHDNIVKVYEVLGPKGSDLQGELFKFSVAYIVQEYMETDLACLLEQGTLTEDHAKLFMYQLLRGLKYIHSANVLHRDLKPANIFISTEDLVLKIGDFGLARIVDQHYSHKGYLSEGLVTKWYRSPRLLLSPNNYTKAIDMWAAGCILAEMLTGKMLFAGAHELEQMQLILDTIPVVREEDKEELLRVMPSFVSSTWEVKRPLRKLLPDVNSEAIDFLEKILTFNPMDR.... Result: 0 (no interaction). (2) The miRNA is rno-miR-375-3p with sequence UUUGUUCGUUCGGCUCGCGUGA. The protein sequence of the target gene is MAPQRRGPPRIPEGSSAAERRRATSTKKDRLPREAQRTWLRIVAFGVGLALVTCLLWSSVGIDDDVAEVVARRGEVLEGRFIEVPCSEDYDGHRRFEGCTPRKCGRGVTDIVITREEAEQIRRIAEKGLSLGGSDGGASILDLHSGALSVGKHFVNLYRYFGDKIQNIFSEEDFQLYRDIRQKVQLTIAEAFGISASLLYLTKPTFFSRINSTEARTAHDEYWHAHVDKVTYGSFDYTSLLYLSDYLEDFGGGRFVFMEEGSNKTVEPRAGRVSFFTSGSENLHRVEKVLWGTRYAITIA.... Result: 0 (no interaction). (3) The protein sequence of the target gene is MDAALKRSRSEEPAEILPPARDEEEEEEEGMEQGLEEEEEVDPRIQGELEKLNQSTDDINRRETELEDARQKFRSVLVEATVKLDELVKKIGKAVEDSKPYWEARRVARQAQLEAQKATQDFQRATEVLRAAKETISLAEQRLLEDDKRQFDSAWQEMLNHATQRVMEAEQTKTRSELVHKETAARYNAAMGRMRQLEKKLKRAINKSKPYFELKAKYYVQLEQLKKTVDDLQAKLTLAKGEYKMALKNLEMISDEIHERRRSSAMGPRGCGVGAEGSSTSVEDLPGSKPEPDAISVASE.... The miRNA is rno-miR-338-3p with sequence UCCAGCAUCAGUGAUUUUGUUGA. Result: 0 (no interaction). (4) The miRNA is mmu-miR-448-3p with sequence UUGCAUAUGUAGGAUGUCCCAU. The protein sequence of the target gene is METDYNPVELSSMSGFEEGSELNGFEGADMKDMQLEAEAVVNDVLFAVNHMFVSKSMPCADDVAYINVETKERNRYCLELTEAGLRVVGYAFDQVEDHLQTPYHETVYSLLDTLSPAYREAFGNALLQRLEALKRDGQS. Result: 1 (interaction). (5) The miRNA is mmu-miR-29a-5p with sequence ACUGAUUUCUUUUGGUGUUCAG. The protein sequence of the target gene is MATSPQKSPLVPKSPTPKSPPSRKKDDSFLGKLGGTLARRKKAKEVSEFQEEGMNAINLPLSPISFELDPEDTLLEENEVRTMVDPNSRNDPKLQELMKVLIDWINDVLVGERIIVKDLAEDLYDGQVLQKLFEKLESEKLNVAEVTQSEIAQKQKLQTVLEKINETLKLPPRSIKWNVDSVHAKNLVAILHLLVALSQYFRAPIRLPDHVSIQVVVVQKREGILQSRQIQEEITGNTEALSGRHERDAFDTLFDHAPDKLNVVKKTLITFVNKHLNKLNLEVTELETQFADGVYLVLLM.... Result: 0 (no interaction).